Dataset: Full USPTO retrosynthesis dataset with 1.9M reactions from patents (1976-2016). Task: Predict the reactants needed to synthesize the given product. Given the product [C:11]([C:6]1[CH:5]=[C:4]([CH:9]=[C:8]([CH3:10])[CH:7]=1)[C:3]([OH:13])=[O:2])#[N:12], predict the reactants needed to synthesize it. The reactants are: C[O:2][C:3](=[O:13])[C:4]1[CH:9]=[C:8]([CH3:10])[CH:7]=[C:6]([C:11]#[N:12])[CH:5]=1.O.[OH-].[Na+].Cl.